This data is from Forward reaction prediction with 1.9M reactions from USPTO patents (1976-2016). The task is: Predict the product of the given reaction. (1) Given the reactants [Cl:1][C:2]1[CH:3]=[C:4]2[C:8](=[CH:9][C:10]=1[Cl:11])[C:7](=[O:12])[N:6]([CH2:13][CH:14]([C:20]1([CH3:25])OCC[O:21]1)[C:15]([O:17][CH2:18][CH3:19])=[O:16])[C:5]2=[O:26].O.C1(C)C=CC(S(O)(=O)=O)=CC=1, predict the reaction product. The product is: [Cl:11][C:10]1[CH:9]=[C:8]2[C:4](=[CH:3][C:2]=1[Cl:1])[C:5](=[O:26])[N:6]([CH2:13][CH:14]([C:20](=[O:21])[CH3:25])[C:15]([O:17][CH2:18][CH3:19])=[O:16])[C:7]2=[O:12]. (2) Given the reactants Br[C:2]1[CH:3]=[CH:4][C:5]2[O:9][C:8](=[O:10])[NH:7][C:6]=2[CH:11]=1.[CH3:12][N:13](C=O)C, predict the reaction product. The product is: [O:10]=[C:8]1[NH:7][C:6]2[CH:11]=[C:2]([C:12]#[N:13])[CH:3]=[CH:4][C:5]=2[O:9]1.